Dataset: Retrosynthesis with 50K atom-mapped reactions and 10 reaction types from USPTO. Task: Predict the reactants needed to synthesize the given product. (1) Given the product CCOP(=O)(OCC)C(F)(F)c1ccc(CN(c2ccc(Cl)c(Cl)c2)c2ncc(-c3ccc(-c4ccccc4C(=O)OC)cc3)o2)cc1Br, predict the reactants needed to synthesize it. The reactants are: CCOP(=O)(OCC)C(F)(F)c1ccc(CBr)cc1Br.COC(=O)c1ccccc1-c1ccc(-c2cnc(Nc3ccc(Cl)c(Cl)c3)o2)cc1. (2) Given the product COC(=O)[C@H](C)Nc1ccc(F)c(F)c1F, predict the reactants needed to synthesize it. The reactants are: COC(=O)[C@@H](C)OS(C)(=O)=O.Nc1ccc(F)c(F)c1F. (3) Given the product CCOC(=O)C(CCc1ccccc1)CC(=O)c1ccc(-c2ccc([N+](=O)[O-])cc2)cc1, predict the reactants needed to synthesize it. The reactants are: CCOC(=O)C(CCc1ccccc1)CC(=O)c1ccc(Br)cc1.O=[N+]([O-])c1ccc(B(O)O)cc1. (4) Given the product CCOC(=O)c1ccc(C)c(Br)c1, predict the reactants needed to synthesize it. The reactants are: CCO.Cc1ccc(C(=O)O)cc1Br. (5) Given the product CC(C)(C)OC(=O)N1CC(F)(F)C[C@H]1C(=O)O, predict the reactants needed to synthesize it. The reactants are: COC(=O)[C@@H]1CC(F)(F)CN1C(=O)OC(C)(C)C. (6) Given the product Cc1noc(C)c1-c1ccc2nc(C)n3c2c1OCC3c1ccccn1, predict the reactants needed to synthesize it. The reactants are: C[Zn+].Cc1noc(C)c1-c1ccc2nc(Cl)n3c2c1OCC3c1ccccn1. (7) Given the product COc1c(F)c(CC(=O)O)cc2ccsc12, predict the reactants needed to synthesize it. The reactants are: COC(=O)Cc1cc2ccsc2c(OC)c1F. (8) The reactants are: COc1cccc(C(=O)N2CCC(CCN)CC2)c1. Given the product COc1cccc(CN2CCC(CCN)CC2)c1, predict the reactants needed to synthesize it. (9) Given the product C#Cc1ccc(OC(F)F)cc1, predict the reactants needed to synthesize it. The reactants are: C[Si](C)(C)C#Cc1ccc(OC(F)F)cc1.